This data is from hERG Central: cardiac toxicity at 1µM, 10µM, and general inhibition. The task is: Predict hERG channel inhibition at various concentrations. (1) The drug is O=C(Nc1cccc(Cl)c1)N1CCN(C/C=C/c2ccccc2)CC1. Results: hERG_inhib (hERG inhibition (general)): blocker. (2) The drug is COc1ccc(-n2ncc3c2CC(C)(C)CC3NC(=O)c2ocnc2C)cc1. Results: hERG_inhib (hERG inhibition (general)): blocker. (3) Results: hERG_inhib (hERG inhibition (general)): blocker. The drug is N/C(Cc1ccc([N+](=O)[O-])cc1)=N\OC(=O)CC1CCCCC1. (4) The molecule is N=c1c2c3c(sc2ncn1CCCN1CCOCC1)CCCCC3. Results: hERG_inhib (hERG inhibition (general)): blocker. (5) The molecule is CCCn1c2ccccc2c2cnn(CC(=O)NCCCN3CCCCC3CC)c(=O)c21. Results: hERG_inhib (hERG inhibition (general)): blocker.